From a dataset of Catalyst prediction with 721,799 reactions and 888 catalyst types from USPTO. Predict which catalyst facilitates the given reaction. (1) Reactant: [Br:1][C:2]1[CH:3]=[C:4]([OH:8])[CH:5]=[CH:6][CH:7]=1.[C:9](OC(=O)C)(=[O:11])[CH3:10].Cl.[Al+3].[Cl-].[Cl-].[Cl-]. Product: [Br:1][C:2]1[CH:7]=[CH:6][C:5]([C:9](=[O:11])[CH3:10])=[C:4]([OH:8])[CH:3]=1. The catalyst class is: 228. (2) Reactant: [CH3:1][C:2]1([CH3:32])[N:6]([C:7]([O:9][C:10]([CH3:13])([CH3:12])[CH3:11])=[O:8])[C@@H:5]([CH2:14][C:15]2[CH:20]=[CH:19][C:18]([S:21][C:22]3[C:31]4[C:26](=[CH:27][CH:28]=[CH:29][CH:30]=4)[N:25]=[CH:24][CH:23]=3)=[CH:17][CH:16]=2)[CH2:4][O:3]1.C(O)(=O)C.ClC1C=CC=C(C(OO)=O)C=1.[OH-:48].[Na+].[OH2:50]. Product: [CH3:1][C:2]1([CH3:32])[N:6]([C:7]([O:9][C:10]([CH3:11])([CH3:12])[CH3:13])=[O:8])[C@@H:5]([CH2:14][C:15]2[CH:16]=[CH:17][C:18]([S:21]([C:22]3[C:31]4[C:26](=[CH:27][CH:28]=[CH:29][CH:30]=4)[N:25]=[CH:24][CH:23]=3)(=[O:50])=[O:48])=[CH:19][CH:20]=2)[CH2:4][O:3]1. The catalyst class is: 96. (3) Reactant: [Cl:1][C:2]1[CH:3]=[C:4]([C:23]#[CH:24])[CH:5]=[C:6]2[C:10]=1[C:9](=[O:11])[N:8]([CH2:12][C:13]1[CH:18]=[CH:17][C:16]([C:19]([F:22])([F:21])[F:20])=[CH:15][CH:14]=1)[CH2:7]2.[H][H].CCCCCC.C(OCC)(=O)C. Product: [Cl:1][C:2]1[CH:3]=[C:4]([CH2:23][CH3:24])[CH:5]=[C:6]2[C:10]=1[C:9](=[O:11])[N:8]([CH2:12][C:13]1[CH:14]=[CH:15][C:16]([C:19]([F:22])([F:20])[F:21])=[CH:17][CH:18]=1)[CH2:7]2. The catalyst class is: 63. (4) Reactant: [N+:1]([C:4]1[CH:9]=[CH:8][C:7]([OH:10])=[CH:6][CH:5]=1)([O-:3])=[O:2].[CH2:11](Br)[CH:12]=[CH2:13].C(=O)([O-])[O-].[K+].[K+].CN(C)C=O. Product: [N+:1]([C:4]1[CH:9]=[CH:8][C:7]([O:10][CH2:13][CH:12]=[CH2:11])=[CH:6][CH:5]=1)([O-:3])=[O:2]. The catalyst class is: 6. (5) Reactant: [CH3:1][O:2][C:3]1[CH:8]=[C:7]([O:9][CH2:10][O:11][CH3:12])[CH:6]=[C:5]([O:13][CH2:14][O:15][CH3:16])[CH:4]=1.[Li][CH2:18]CCC.CI. Product: [CH3:1][O:2][C:3]1[CH:8]=[C:7]([O:9][CH2:10][O:11][CH3:12])[C:6]([CH3:18])=[C:5]([O:13][CH2:14][O:15][CH3:16])[CH:4]=1. The catalyst class is: 1.